From a dataset of NCI-60 drug combinations with 297,098 pairs across 59 cell lines. Regression. Given two drug SMILES strings and cell line genomic features, predict the synergy score measuring deviation from expected non-interaction effect. Drug 1: C1CC(=O)NC(=O)C1N2CC3=C(C2=O)C=CC=C3N. Drug 2: C1C(C(OC1N2C=NC(=NC2=O)N)CO)O. Cell line: HOP-92. Synergy scores: CSS=12.4, Synergy_ZIP=-5.33, Synergy_Bliss=-2.70, Synergy_Loewe=-0.936, Synergy_HSA=-0.891.